This data is from Reaction yield outcomes from USPTO patents with 853,638 reactions. The task is: Predict the reaction yield, written as a fraction of the theoretical maximum amount of product (1.0 means a 100% yield; for example, 0.34 means a 34% yield). (1) The reactants are [NH2:1][C:2]1[CH:3]=[C:4]([CH:21]=[CH:22][C:23]=1[CH3:24])[O:5][C:6]1[CH:7]=[CH:8][C:9]2[N:10]([CH:12]=[C:13]([NH:15][C:16]([CH:18]3[CH2:20][CH2:19]3)=[O:17])[N:14]=2)[N:11]=1.[CH3:25][N:26]1[C:30]([C:31](Cl)=[O:32])=[CH:29][C:28]([CH3:34])=[N:27]1.C(N(CC)CC)C. The catalyst is O1CCCC1.C(=O)([O-])O.[Na+]. The product is [CH:18]1([C:16]([NH:15][C:13]2[N:14]=[C:9]3[CH:8]=[CH:7][C:6]([O:5][C:4]4[CH:21]=[CH:22][C:23]([CH3:24])=[C:2]([NH:1][C:31]([C:30]5[N:26]([CH3:25])[N:27]=[C:28]([CH3:34])[CH:29]=5)=[O:32])[CH:3]=4)=[N:11][N:10]3[CH:12]=2)=[O:17])[CH2:20][CH2:19]1. The yield is 0.770. (2) The reactants are [Cl-].[CH3:2][O:3][C:4]1[CH:9]=[CH:8][C:7]([S+:10]2[C:14]3[CH:15]=[CH:16][CH:17]=[CH:18][C:13]=3[C:12]3[CH:19]=[CH:20][CH:21]=[CH:22][C:11]2=3)=[CH:6][C:5]=1[CH:23]([CH2:42][C:43]([O:45][C:46]1([CH3:56])[CH:53]2[CH2:54][CH:49]3[CH2:50][CH:51]([CH2:55][CH:47]1[CH2:48]3)[CH2:52]2)=[O:44])[C:24]([O:26][CH2:27][C:28]([O:30][C:31]1([CH3:41])[CH:38]2[CH2:39][CH:34]3[CH2:35][CH:36]([CH2:40][CH:32]1[CH2:33]3)[CH2:37]2)=[O:29])=[O:25].[F:57][C:58]([F:70])([S:66]([O-:69])(=[O:68])=[O:67])[CH2:59][O:60][C:61](=[O:65])[C:62]([CH3:64])=[CH2:63].C[N+](C)(C)CC1C=CC=CC=1.O. The catalyst is C(Cl)Cl. The product is [F:70][C:58]([F:57])([S:66]([O-:69])(=[O:68])=[O:67])[CH2:59][O:60][C:61](=[O:65])[C:62]([CH3:64])=[CH2:63].[CH3:2][O:3][C:4]1[CH:9]=[CH:8][C:7]([S+:10]2[C:11]3[CH:22]=[CH:21][CH:20]=[CH:19][C:12]=3[C:13]3[CH:18]=[CH:17][CH:16]=[CH:15][C:14]2=3)=[CH:6][C:5]=1[CH:23]([CH2:42][C:43]([O:45][C:46]1([CH3:56])[CH:47]2[CH2:55][CH:51]3[CH2:50][CH:49]([CH2:54][CH:53]1[CH2:52]3)[CH2:48]2)=[O:44])[C:24]([O:26][CH2:27][C:28]([O:30][C:31]1([CH3:41])[CH:38]2[CH2:39][CH:34]3[CH2:35][CH:36]([CH2:40][CH:32]1[CH2:33]3)[CH2:37]2)=[O:29])=[O:25]. The yield is 0.770. (3) The reactants are [F:1][C:2]1[CH:13]=[CH:12][C:5]([C:6](N(OC)C)=[O:7])=[CH:4][N:3]=1.[CH3:14][Mg]Br. The catalyst is C1COCC1. The product is [F:1][C:2]1[N:3]=[CH:4][C:5]([C:6](=[O:7])[CH3:14])=[CH:12][CH:13]=1. The yield is 0.700. (4) The reactants are Cl.[CH3:2][O:3][C:4](=[O:11])[C@H:5]([CH2:7][CH:8]([CH3:10])[CH3:9])[NH2:6].C(N(CC)C(C)C)(C)C.C([O:23][C:24](=O)[CH:25]=[C:26]([O:29][C:30]1[CH:35]=[CH:34][C:33]([F:36])=[CH:32][C:31]=1[F:37])[CH2:27]Br)C. The catalyst is C(#N)C. The product is [CH3:2][O:3][C:4](=[O:11])[C@@H:5]([N:6]1[CH2:27][C:26]([O:29][C:30]2[CH:35]=[CH:34][C:33]([F:36])=[CH:32][C:31]=2[F:37])=[CH:25][C:24]1=[O:23])[CH2:7][CH:8]([CH3:10])[CH3:9]. The yield is 0.350. (5) The product is [CH3:34][N:29]1[C:28]2[NH:27][C:26]3[CH:35]=[C:36]([CH3:39])[CH:37]=[CH:38][C:25]=3[N:24]([C:22]([C:19]3[CH:20]=[CH:21][C:16]([CH2:15][NH:14][C:11]([CH:8]4[CH2:10][CH2:9]4)=[O:12])=[C:17]([CH3:40])[CH:18]=3)=[O:23])[CH2:33][C:32]=2[CH:31]=[N:30]1. The reactants are C(N(CC)CC)C.[CH:8]1([C:11](Cl)=[O:12])[CH2:10][CH2:9]1.[NH2:14][CH2:15][C:16]1[CH:21]=[CH:20][C:19]([C:22]([N:24]2[CH2:33][C:32]3[CH:31]=[N:30][N:29]([CH3:34])[C:28]=3[NH:27][C:26]3[CH:35]=[C:36]([CH3:39])[CH:37]=[CH:38][C:25]2=3)=[O:23])=[CH:18][C:17]=1[CH3:40].CC1C=C2N=C3C(=NC(NC3=O)=O)N(C[C@H](O)[C@H](O)[C@H](O)CO)C2=CC=1C. The yield is 0.510. The catalyst is ClCCl. (6) The reactants are [NH:1]1[CH2:5][CH:4]=[CH:3][CH2:2]1.Cl[C:7](=[O:14])[CH2:8][CH2:9][C:10]([O:12][CH3:13])=[O:11].C(N(CC)CC)C. The catalyst is ClCCl. The product is [CH3:13][O:12][C:10](=[O:11])[CH2:9][CH2:8][C:7]([N:1]1[CH2:5][CH:4]=[CH:3][CH2:2]1)=[O:14]. The yield is 0.600. (7) The reactants are [CH2:1]([O:5][C:6]([NH:8][C@H:9]([C:15]([O:17][CH2:18][CH3:19])=[O:16])[CH2:10][CH2:11][C:12]([OH:14])=O)=[O:7])[CH2:2][CH2:3][CH3:4].CN(C(ON1N=NC2C=CC=NC1=2)=[N+](C)C)C.F[P-](F)(F)(F)(F)F.Cl.[N:45]1[CH:50]=[CH:49][C:48]([N:51]2[CH2:55][CH2:54][C:53]3([CH2:60][CH2:59][NH:58][CH2:57][CH2:56]3)[CH2:52]2)=[CH:47][CH:46]=1.CCN(C(C)C)C(C)C. The catalyst is O.CN(C=O)C. The product is [CH2:1]([O:5][C:6]([NH:8][C@@H:9]([CH2:10][CH2:11][C:12](=[O:14])[N:58]1[CH2:57][CH2:56][C:53]2([CH2:52][N:51]([C:48]3[CH:47]=[CH:46][N:45]=[CH:50][CH:49]=3)[CH2:55][CH2:54]2)[CH2:60][CH2:59]1)[C:15]([O:17][CH2:18][CH3:19])=[O:16])=[O:7])[CH2:2][CH2:3][CH3:4]. The yield is 0.630.